From a dataset of Forward reaction prediction with 1.9M reactions from USPTO patents (1976-2016). Predict the product of the given reaction. (1) Given the reactants Br[C:2]1[C:3]([NH2:20])=[N:4][CH:5]=[C:6]([C:10]2[CH:19]=[CH:18][C:13]3[NH:14][C:15]([CH3:17])=[N:16][C:12]=3[CH:11]=2)[C:7]=1[CH2:8][CH3:9].[OH:21][C:22]1[CH:27]=[CH:26][C:25](B(O)O)=[CH:24][CH:23]=1.C([O-])([O-])=O.[K+].[K+], predict the reaction product. The product is: [NH2:20][C:3]1[C:2]([C:25]2[CH:26]=[CH:27][C:22]([OH:21])=[CH:23][CH:24]=2)=[C:7]([CH2:8][CH3:9])[C:6]([C:10]2[CH:19]=[CH:18][C:13]3[NH:14][C:15]([CH3:17])=[N:16][C:12]=3[CH:11]=2)=[CH:5][N:4]=1. (2) Given the reactants [F:1][C:2]1[CH:3]=[C:4]([C:8]2[C:16]3[C:11](=[CH:12][CH:13]=[C:14]([C:17]([O:19][CH3:20])=[O:18])[CH:15]=3)[NH:10][N:9]=2)[CH:5]=[CH:6][CH:7]=1.[H-].[Na+].Cl[C:24]([C:37]1[CH:42]=[CH:41][CH:40]=[CH:39][CH:38]=1)([C:31]1[CH:36]=[CH:35][CH:34]=[CH:33][CH:32]=1)[C:25]1[CH:30]=[CH:29][CH:28]=[CH:27][CH:26]=1.C(=O)([O-])O.[Na+], predict the reaction product. The product is: [F:1][C:2]1[CH:3]=[C:4]([C:8]2[C:16]3[C:11](=[CH:12][CH:13]=[C:14]([C:17]([O:19][CH3:20])=[O:18])[CH:15]=3)[N:10]([C:24]([C:25]3[CH:30]=[CH:29][CH:28]=[CH:27][CH:26]=3)([C:37]3[CH:38]=[CH:39][CH:40]=[CH:41][CH:42]=3)[C:31]3[CH:32]=[CH:33][CH:34]=[CH:35][CH:36]=3)[N:9]=2)[CH:5]=[CH:6][CH:7]=1. (3) Given the reactants Br[C:2]1[CH:3]=[N:4][CH:5]=[N:6][CH:7]=1.[C:8]([O:12][C:13]([N:15]1[CH2:20][CH2:19][CH:18]([NH2:21])[CH2:17][CH2:16]1)=[O:14])([CH3:11])([CH3:10])[CH3:9].O(C(C)(C)C)[K], predict the reaction product. The product is: [C:8]([O:12][C:13]([N:15]1[CH2:20][CH2:19][CH:18]([NH:21][C:2]2[CH:3]=[N:4][CH:5]=[N:6][CH:7]=2)[CH2:17][CH2:16]1)=[O:14])([CH3:11])([CH3:9])[CH3:10]. (4) Given the reactants [CH:1]12[C:10](=[O:11])[NH:9][CH:8]1[CH2:7][CH2:6][CH:5]=[CH:4][CH2:3][CH2:2]2.C(OC)(=O)C1C=CC=CC=1, predict the reaction product. The product is: [CH:1]12[C:10](=[O:11])[NH:9][CH:8]1[CH2:7][CH2:6][CH:5]=[CH:4][CH2:3][CH2:2]2. (5) The product is: [NH:8]1[CH2:9][CH:10]([N:12]2[CH2:13][CH2:14][N:15]([C:18]([C:20]3[S:21][CH:22]=[CH:23][N:24]=3)=[O:19])[CH2:16][CH2:17]2)[CH2:11]1. Given the reactants C(OC([N:8]1[CH2:11][CH:10]([N:12]2[CH2:17][CH2:16][N:15]([C:18]([C:20]3[S:21][CH:22]=[CH:23][N:24]=3)=[O:19])[CH2:14][CH2:13]2)[CH2:9]1)=O)(C)(C)C.C(O)(C(F)(F)F)=O, predict the reaction product. (6) Given the reactants [Cl:1][C:2]1[C:7]([C:8](OC)=[O:9])=[CH:6][C:5]([F:12])=[C:4]([Cl:13])[N:3]=1.CC(C[AlH]CC(C)C)C, predict the reaction product. The product is: [Cl:1][C:2]1[C:7]([CH2:8][OH:9])=[CH:6][C:5]([F:12])=[C:4]([Cl:13])[N:3]=1. (7) Given the reactants [Br:1][C:2]1[CH:9]=[CH:8][C:7]([OH:10])=[CH:6][C:3]=1[CH:4]=[O:5].Cl[CH2:12][C@H:13]1[CH2:17][O:16][C:15]([CH3:19])([CH3:18])[O:14]1.C([O-])([O-])=O.[K+].[K+], predict the reaction product. The product is: [Br:1][C:2]1[CH:9]=[CH:8][C:7]([O:10][CH2:12][C@H:13]2[CH2:17][O:16][C:15]([CH3:19])([CH3:18])[O:14]2)=[CH:6][C:3]=1[CH:4]=[O:5]. (8) Given the reactants [Br:1][C:2]1[N:7]=[C:6]([CH2:8][N:9]2[C:18]3[C:13](=[CH:14][CH:15]=[CH:16][CH:17]=3)[C:12](=[O:19])[C:11]([C:20]([C:22]3[CH:23]=[N:24][C:25](Cl)=[CH:26][CH:27]=3)=[O:21])=[CH:10]2)[CH:5]=[CH:4][CH:3]=1.[CH3:29][O-:30].[Na+], predict the reaction product. The product is: [Br:1][C:2]1[N:7]=[C:6]([CH2:8][N:9]2[C:18]3[C:13](=[CH:14][CH:15]=[CH:16][CH:17]=3)[C:12](=[O:19])[C:11]([C:20]([C:22]3[CH:23]=[N:24][C:25]([O:30][CH3:29])=[CH:26][CH:27]=3)=[O:21])=[CH:10]2)[CH:5]=[CH:4][CH:3]=1.